This data is from Reaction yield outcomes from USPTO patents with 853,638 reactions. The task is: Predict the reaction yield, written as a fraction of the theoretical maximum amount of product (1.0 means a 100% yield; for example, 0.34 means a 34% yield). (1) The reactants are Cl[C:2]1[CH:3]=[CH:4][C:5]2[C:11](=[O:12])[NH:10][C:9]3[CH:13]=[C:14]([C:17]([OH:20])([CH3:19])[CH3:18])[CH:15]=[CH:16][C:8]=3[NH:7][C:6]=2[CH:21]=1.[NH2:22][C:23]1[CH:28]=[CH:27][N:26]=[CH:25][CH:24]=1.C([O-])([O-])=O.[Cs+].[Cs+]. The catalyst is O1CCOCC1.C1C=CC(/C=C/C(/C=C/C2C=CC=CC=2)=O)=CC=1.C1C=CC(/C=C/C(/C=C/C2C=CC=CC=2)=O)=CC=1.C1C=CC(/C=C/C(/C=C/C2C=CC=CC=2)=O)=CC=1.[Pd].[Pd]. The product is [OH:20][C:17]([C:14]1[CH:15]=[CH:16][C:8]2[NH:7][C:6]3[CH:21]=[C:2]([NH:22][C:23]4[CH:28]=[CH:27][N:26]=[CH:25][CH:24]=4)[CH:3]=[CH:4][C:5]=3[C:11](=[O:12])[NH:10][C:9]=2[CH:13]=1)([CH3:19])[CH3:18]. The yield is 0.750. (2) The reactants are [CH:1]([O-:3])=[O:2].[Li+].CCN(C(C)C)C(C)C.C(OC(=O)C)(=O)C.N#N.I[C:24]1[CH:63]=[CH:62][C:27]([CH2:28][N:29]([CH2:54][C:55]([O:57][C:58]([CH3:61])([CH3:60])[CH3:59])=[O:56])[C:30](=[O:53])[C:31]2[CH:36]=[CH:35][C:34]([NH:37][C:38](=[O:52])[CH2:39][C:40]3[CH:45]=[CH:44][C:43]([O:46][CH3:47])=[CH:42][C:41]=3[C:48]([F:51])([F:50])[F:49])=[CH:33][CH:32]=2)=[CH:26][CH:25]=1. The catalyst is CN(C=O)C.CC(=O)OCC.C1C=CC(P(C2C=CC=CC=2)[C-]2C=CC=C2)=CC=1.C1C=CC(P(C2C=CC=CC=2)[C-]2C=CC=C2)=CC=1.Cl[Pd]Cl.[Fe+2]. The product is [C:58]([O:57][C:55](=[O:56])[CH2:54][N:29]([CH2:28][C:27]1[CH:62]=[CH:63][C:24]([C:1]([OH:3])=[O:2])=[CH:25][CH:26]=1)[C:30](=[O:53])[C:31]1[CH:36]=[CH:35][C:34]([NH:37][C:38](=[O:52])[CH2:39][C:40]2[CH:45]=[CH:44][C:43]([O:46][CH3:47])=[CH:42][C:41]=2[C:48]([F:51])([F:50])[F:49])=[CH:33][CH:32]=1)([CH3:61])([CH3:60])[CH3:59]. The yield is 0.600. (3) The reactants are [NH:1]([C:5]1[CH:11]=[CH:10][C:8]([OH:9])=[CH:7][CH:6]=1)[C:2]([CH3:4])=[O:3].C([O-])([O-])=O.[K+].[K+].[I-].[Na+].Br[CH2:21][CH2:22][CH2:23][CH2:24][CH2:25][C:26]([O:28][CH3:29])=[O:27]. The catalyst is CC(C)=O. The product is [CH3:29][O:28][C:26](=[O:27])[CH2:25][CH2:24][CH2:23][CH2:22][CH2:21][O:9][C:8]1[CH:10]=[CH:11][C:5]([NH:1][C:2](=[O:3])[CH3:4])=[CH:6][CH:7]=1. The yield is 0.660.